Dataset: Catalyst prediction with 721,799 reactions and 888 catalyst types from USPTO. Task: Predict which catalyst facilitates the given reaction. (1) Reactant: Cl.[C:2]1([NH:8][C:9]2[N:28]=[C:12]3[CH:13]=[CH:14][CH:15]=[C:16]([C:17]4[CH:18]=[C:19]([CH:25]=[CH:26][CH:27]=4)[C:20](=[NH:24])OCC)[N:11]3[N:10]=2)[CH:7]=[CH:6][CH:5]=[CH:4][CH:3]=1.[CH:29]([NH:31][NH2:32])=O.C(N(C(C)C)CC)(C)C. Product: [NH:32]1[C:20]([C:19]2[CH:18]=[C:17]([C:16]3[N:11]4[N:10]=[C:9]([NH:8][C:2]5[CH:7]=[CH:6][CH:5]=[CH:4][CH:3]=5)[N:28]=[C:12]4[CH:13]=[CH:14][CH:15]=3)[CH:27]=[CH:26][CH:25]=2)=[N:24][CH:29]=[N:31]1. The catalyst class is: 8. (2) Reactant: [Si]([O:8][CH2:9][C:10]1([CH3:36])[S:16][CH2:15][CH2:14][N:13]2[C:17]([C:20]3([C:23]4[CH:28]=[CH:27][C:26]([C:29]5[CH:34]=[C:33]([CH3:35])[CH:32]=[CH:31][N:30]=5)=[CH:25][CH:24]=4)[CH2:22][CH2:21]3)=[N:18][N:19]=[C:12]2[CH2:11]1)(C(C)(C)C)(C)C.Cl. Product: [CH3:36][C:10]1([CH2:9][OH:8])[S:16][CH2:15][CH2:14][N:13]2[C:17]([C:20]3([C:23]4[CH:24]=[CH:25][C:26]([C:29]5[CH:34]=[C:33]([CH3:35])[CH:32]=[CH:31][N:30]=5)=[CH:27][CH:28]=4)[CH2:22][CH2:21]3)=[N:18][N:19]=[C:12]2[CH2:11]1. The catalyst class is: 5. (3) Reactant: [Br:1][C:2]1[CH:7]=[CH:6][C:5]([C:8](=[N:15]O)[CH2:9][CH2:10][C:11](OC)=[O:12])=[CH:4][CH:3]=1. Product: [Br:1][C:2]1[CH:7]=[CH:6][C:5]([CH:8]2[NH:15][C:11](=[O:12])[CH2:10][CH2:9]2)=[CH:4][CH:3]=1. The catalyst class is: 183.